This data is from NCI-60 drug combinations with 297,098 pairs across 59 cell lines. The task is: Regression. Given two drug SMILES strings and cell line genomic features, predict the synergy score measuring deviation from expected non-interaction effect. (1) Drug 2: CC1C(C(CC(O1)OC2CC(CC3=C2C(=C4C(=C3O)C(=O)C5=C(C4=O)C(=CC=C5)OC)O)(C(=O)CO)O)N)O.Cl. Synergy scores: CSS=57.8, Synergy_ZIP=-3.22, Synergy_Bliss=-2.89, Synergy_Loewe=0.00820, Synergy_HSA=2.98. Drug 1: C1=CC=C(C(=C1)C(C2=CC=C(C=C2)Cl)C(Cl)Cl)Cl. Cell line: SR. (2) Drug 1: C1=CC(=CC=C1CCCC(=O)O)N(CCCl)CCCl. Drug 2: CC1=C(N=C(N=C1N)C(CC(=O)N)NCC(C(=O)N)N)C(=O)NC(C(C2=CN=CN2)OC3C(C(C(C(O3)CO)O)O)OC4C(C(C(C(O4)CO)O)OC(=O)N)O)C(=O)NC(C)C(C(C)C(=O)NC(C(C)O)C(=O)NCCC5=NC(=CS5)C6=NC(=CS6)C(=O)NCCC[S+](C)C)O. Cell line: OVCAR3. Synergy scores: CSS=30.0, Synergy_ZIP=-4.74, Synergy_Bliss=-0.223, Synergy_Loewe=-1.40, Synergy_HSA=1.21.